From a dataset of Forward reaction prediction with 1.9M reactions from USPTO patents (1976-2016). Predict the product of the given reaction. (1) Given the reactants [NH:1]1[CH:5]=[CH:4][CH:3]=[C:2]1[CH:6]=[O:7].C(=O)([O-])[O-].[K+].[K+].Br[CH:15]([CH2:24][CH3:25])[C:16]([O:18][CH2:19][CH2:20][O:21][CH2:22][CH3:23])=[O:17].O, predict the reaction product. The product is: [CH2:22]([O:21][CH2:20][CH2:19][O:18][C:16]([CH:15]([N:1]1[CH:5]=[CH:4][CH:3]=[C:2]1[CH:6]=[O:7])[CH2:24][CH3:25])=[O:17])[CH3:23]. (2) Given the reactants FC(F)(C(F)(F)F)C(F)(F)C(F)(F)S(O[C:9]1[CH2:13][CH2:12][CH2:11][C:10]=1[C:14]([O:16][CH3:17])=[O:15])(=O)=O.[Cl-].[Li+].[F:29][C:30]([F:41])([F:40])[C:31]1[CH:36]=[CH:35][C:34](B(O)O)=[CH:33][CH:32]=1.C(=O)([O-])[O-].[Na+].[Na+].C.Cl, predict the reaction product. The product is: [F:29][C:30]([F:41])([F:40])[C:31]1[CH:36]=[CH:35][C:34]([C:9]2[CH2:13][CH2:12][CH2:11][C:10]=2[C:14]([O:16][CH3:17])=[O:15])=[CH:33][CH:32]=1. (3) Given the reactants Cl.Cl.Cl.[O:4]1[C:8]2=[C:9]([N:13]3[CH2:18][CH2:17][N:16]([CH2:19][CH2:20][C@H:21]4[CH2:26][CH2:25][C@H:24]([NH2:27])[CH2:23][CH2:22]4)[CH2:15][CH2:14]3)[N:10]=[CH:11][CH:12]=[C:7]2[CH2:6][CH2:5]1.[OH:28][CH2:29][CH2:30][C:31](O)=[O:32], predict the reaction product. The product is: [O:4]1[C:8]2=[C:9]([N:13]3[CH2:18][CH2:17][N:16]([CH2:19][CH2:20][C@H:21]4[CH2:26][CH2:25][C@H:24]([NH:27][C:29](=[O:28])[CH2:30][CH2:31][OH:32])[CH2:23][CH2:22]4)[CH2:15][CH2:14]3)[N:10]=[CH:11][CH:12]=[C:7]2[CH2:6][CH2:5]1. (4) Given the reactants C(P(C(C)(C)C)C1C(C)=C(C)C(C)=C(C)C=1C1C(C(C)C)=CC(C(C)C)=CC=1C(C)C)(C)(C)C.[F:35][C:36]1[CH:41]=[CH:40][C:39]([OH:42])=[CH:38][CH:37]=1.Cl[C:44]1[CH:49]=[CH:48][C:47]([C:50]2[C:59]3[C:54](=[CH:55][C:56]([S:60]([NH:63][C:64]4[CH:69]=[CH:68][N:67]=[CH:66][N:65]=4)(=[O:62])=[O:61])=[CH:57][CH:58]=3)[CH:53]=[CH:52][N:51]=2)=[C:46]([O:70][CH3:71])[CH:45]=1.P([O-])([O-])([O-])=O.[K+].[K+].[K+].Cl, predict the reaction product. The product is: [F:35][C:36]1[CH:41]=[CH:40][C:39]([O:42][C:44]2[CH:49]=[CH:48][C:47]([C:50]3[C:59]4[C:54](=[CH:55][C:56]([S:60]([NH:63][C:64]5[CH:69]=[CH:68][N:67]=[CH:66][N:65]=5)(=[O:61])=[O:62])=[CH:57][CH:58]=4)[CH:53]=[CH:52][N:51]=3)=[C:46]([O:70][CH3:71])[CH:45]=2)=[CH:38][CH:37]=1. (5) Given the reactants [F:1][C:2]1[CH:7]=[CH:6][C:5]([C:8]2[N:9]=[CH:10][NH:11][CH:12]=2)=[CH:4][CH:3]=1.I[C:14]1[CH:15]=[N:16][CH:17]=[CH:18][CH:19]=1.C1C=C(O)C2N=CC=CC=2C=1.C([O-])([O-])=O.[K+].[K+], predict the reaction product. The product is: [F:1][C:2]1[CH:3]=[CH:4][C:5]([C:8]2[N:9]=[CH:10][N:11]([C:14]3[CH:15]=[N:16][CH:17]=[CH:18][CH:19]=3)[CH:12]=2)=[CH:6][CH:7]=1. (6) Given the reactants [C:1](Cl)(=[O:5])[C:2](Cl)=O.CN(C=O)C.[C:12]([O:15][CH2:16][CH2:17][C:18]1[CH:19]=[CH:20][CH:21]=[C:22]2[C:26]=1[NH:25][CH:24]=C2)(=[O:14])[CH3:13], predict the reaction product. The product is: [C:12]([O:15][CH2:16][CH2:17][C:18]1[CH:19]=[CH:20][CH:21]=[C:22]2[C:26]=1[NH:25][CH:24]=[C:2]2[CH:1]=[O:5])(=[O:14])[CH3:13]. (7) Given the reactants C(=O)([O-])[O-].[K+].[K+].[CH:7]12[NH:14][CH:11]([CH2:12][CH2:13]1)[CH2:10][C:9](=[O:15])[CH2:8]2.Cl[C:17]1[C:22]([Cl:23])=[C:21]([CH2:24][CH3:25])[N:20]=[CH:19][N:18]=1, predict the reaction product. The product is: [Cl:23][C:22]1[C:17]([N:14]2[CH:11]3[CH2:12][CH2:13][CH:7]2[CH2:8][C:9](=[O:15])[CH2:10]3)=[N:18][CH:19]=[N:20][C:21]=1[CH2:24][CH3:25].